Dataset: Catalyst prediction with 721,799 reactions and 888 catalyst types from USPTO. Task: Predict which catalyst facilitates the given reaction. (1) Reactant: CS(O[CH2:6][CH2:7][C:8]1[CH:13]=[CH:12][C:11]([NH:14][C:15]2[N:24]=[CH:23][C:22]3[CH2:21][CH:20]([C:25]4[CH:30]=[CH:29][CH:28]=[CH:27][C:26]=4[C:31]([F:34])([F:33])[F:32])[C:19]4[CH:35]=[CH:36][CH:37]=[CH:38][C:18]=4[C:17]=3[N:16]=2)=[CH:10][CH:9]=1)(=O)=O.[CH3:39][NH:40][CH2:41][CH2:42][CH2:43][CH3:44]. Product: [CH2:41]([N:40]([CH3:39])[CH2:6][CH2:7][C:8]1[CH:13]=[CH:12][C:11]([NH:14][C:15]2[N:24]=[CH:23][C:22]3[CH2:21][CH:20]([C:25]4[CH:30]=[CH:29][CH:28]=[CH:27][C:26]=4[C:31]([F:34])([F:33])[F:32])[C:19]4[CH:35]=[CH:36][CH:37]=[CH:38][C:18]=4[C:17]=3[N:16]=2)=[CH:10][CH:9]=1)[CH2:42][CH2:43][CH3:44]. The catalyst class is: 66. (2) Reactant: FC(F)(F)S([O:6][Si:7]([C:10]([CH3:13])([CH3:12])[CH3:11])([CH3:9])[CH3:8])(=O)=O.[Cl:16][C:17]1[C:22]([C:23]([N:25]2[CH2:29][CH:28]([N:30]3[CH2:35][CH2:34][N:33]([CH3:36])[CH2:32][CH2:31]3)[CH:27](O)[CH2:26]2)=[O:24])=[CH:21][C:20]([C:38]#[N:39])=[CH:19][C:18]=1[NH:40][C:41](=[O:47])[O:42][C:43]([CH3:46])([CH3:45])[CH3:44].N1C=CN=C1. Product: [Si:7]([O:6][CH:27]1[CH:28]([N:30]2[CH2:31][CH2:32][N:33]([CH3:36])[CH2:34][CH2:35]2)[CH2:29][N:25]([C:23]([C:22]2[C:17]([Cl:16])=[C:18]([NH:40][C:41](=[O:47])[O:42][C:43]([CH3:44])([CH3:45])[CH3:46])[CH:19]=[C:20]([C:38]#[N:39])[CH:21]=2)=[O:24])[CH2:26]1)([C:10]([CH3:13])([CH3:12])[CH3:11])([CH3:9])[CH3:8]. The catalyst class is: 39. (3) Reactant: [Cl:1][C:2]1[CH:3]=[CH:4][C:5]([C:30]#[N:31])=[C:6]([S:8][C@@H:9]([C:25]2[S:29][CH:28]=[N:27][CH:26]=2)[CH2:10][C@H:11]2[CH2:15][O:14]C(C)(C)[N:12]2C(OC(C)(C)C)=O)[CH:7]=1.CO. Product: [ClH:1].[ClH:1].[NH2:12][C@H:11]([CH2:15][OH:14])[CH2:10][C@@H:9]([S:8][C:6]1[CH:7]=[C:2]([Cl:1])[CH:3]=[CH:4][C:5]=1[C:30]#[N:31])[C:25]1[S:29][CH:28]=[N:27][CH:26]=1. The catalyst class is: 89. (4) Reactant: [C:1]([O:5][C:6](=[O:33])[N:7]([CH2:9][CH2:10][NH:11][C:12]([C:14]1[N:15]=[CH:16][C:17]2[C:18](=[O:32])[N:19]([CH2:25][C:26]3[CH:31]=[CH:30][CH:29]=[CH:28][CH:27]=3)[CH:20]=[CH:21][C:22]=2[C:23]=1[OH:24])=[O:13])[CH3:8])(C)(C)C.FC(F)(F)C(O)=O.N1C=CC=CC=1.ClC(OC)=O. Product: [CH3:1][O:5][C:6](=[O:33])[N:7]([CH2:9][CH2:10][NH:11][C:12]([C:14]1[N:15]=[CH:16][C:17]2[C:18](=[O:32])[N:19]([CH2:25][C:26]3[CH:27]=[CH:28][CH:29]=[CH:30][CH:31]=3)[CH:20]=[CH:21][C:22]=2[C:23]=1[OH:24])=[O:13])[CH3:8]. The catalyst class is: 2. (5) Product: [C:31]([O:30][C:28]([N:23]1[CH2:22][CH2:21][C:20]2[C:25](=[CH:26][CH:27]=[C:18]([NH:17][C:5]([O:7][C:8]3[CH:13]=[CH:12][C:11]([N+:14]([O-:16])=[O:15])=[CH:10][CH:9]=3)=[O:6])[CH:19]=2)[CH2:24]1)=[O:29])([CH3:34])([CH3:32])[CH3:33]. Reactant: ClCCl.Cl[C:5]([O:7][C:8]1[CH:13]=[CH:12][C:11]([N+:14]([O-:16])=[O:15])=[CH:10][CH:9]=1)=[O:6].[NH2:17][C:18]1[CH:19]=[C:20]2[C:25](=[CH:26][CH:27]=1)[CH2:24][N:23]([C:28]([O:30][C:31]([CH3:34])([CH3:33])[CH3:32])=[O:29])[CH2:22][CH2:21]2. The catalyst class is: 17. (6) Reactant: Cl.[CH3:2][S:3]([C:6]1[CH:11]=[CH:10][C:9]([C:12]2[CH2:17][CH2:16][CH:15]([O:18][CH2:19][CH:20]3[CH2:25][CH2:24][NH:23][CH2:22][CH2:21]3)[CH2:14][CH:13]=2)=[CH:8][CH:7]=1)(=[O:5])=[O:4].C(N(CC)CC)C.C1(C)C=CC=CC=1.[C:40](Cl)(=[O:45])[O:41][CH:42]([CH3:44])[CH3:43]. Product: [CH3:2][S:3]([C:6]1[CH:11]=[CH:10][C:9]([C:12]2[CH2:17][CH2:16][CH:15]([O:18][CH2:19][CH:20]3[CH2:21][CH2:22][N:23]([C:40]([O:41][CH:42]([CH3:44])[CH3:43])=[O:45])[CH2:24][CH2:25]3)[CH2:14][CH:13]=2)=[CH:8][CH:7]=1)(=[O:5])=[O:4]. The catalyst class is: 4. (7) Reactant: [I:1][C:2]1[CH:7]=[N:6][C:5]([NH2:8])=[C:4]2[O:9][CH:10]=[CH:11][C:3]=12.[C:12]([O:16][C:17](O[C:17]([O:16][C:12]([CH3:15])([CH3:14])[CH3:13])=[O:18])=[O:18])([CH3:15])([CH3:14])[CH3:13].[OH2:27]. Product: [I:1][C:2]1[CH:7]=[N:6][C:5]([N:8]([C:17]([O:16][C:12]([CH3:15])([CH3:14])[CH3:13])=[O:18])[C:17]([O:16][C:12]([CH3:15])([CH3:14])[CH3:13])=[O:27])=[C:4]2[O:9][CH:10]=[CH:11][C:3]=12. The catalyst class is: 64. (8) Reactant: [CH:1](=O)[C:2]1[CH:7]=[CH:6][CH:5]=[CH:4][CH:3]=1.S([O-])([O-])(=O)=O.[Na+].[Na+].[NH2:16][C:17]1[CH:25]=[CH:24][CH:23]=[C:22]2[C:18]=1[CH2:19][O:20][C:21]2=[O:26]. Product: [CH:1](=[N:16]/[C:17]1[CH:25]=[CH:24][CH:23]=[C:22]2[C:18]=1[CH2:19][O:20][C:21]2=[O:26])\[C:2]1[CH:7]=[CH:6][CH:5]=[CH:4][CH:3]=1. The catalyst class is: 4. (9) Reactant: [NH2:1][CH:2]1[CH2:7][CH2:6][N:5]([CH2:8][C@H:9]2[N:19]3[C:20]4[N:11]([C:12](=[O:22])[CH:13]=[CH:14][C:15]=4[CH:16]=[CH:17][C:18]3=[O:21])[CH2:10]2)[CH2:4][CH2:3]1.[CH3:23][C:24]1[CH:25]=[C:26]([CH:34]=O)[CH:27]=[N:28][C:29]=1[C:30]([F:33])([F:32])[F:31].S([O-])([O-])(=O)=O.[Mg+2]. Product: [CH3:23][C:24]1[CH:25]=[C:26]([CH2:34][NH:1][CH:2]2[CH2:3][CH2:4][N:5]([CH2:8][C@H:9]3[N:19]4[C:20]5[N:11]([C:12](=[O:22])[CH:13]=[CH:14][C:15]=5[CH:16]=[CH:17][C:18]4=[O:21])[CH2:10]3)[CH2:6][CH2:7]2)[CH:27]=[N:28][C:29]=1[C:30]([F:33])([F:31])[F:32]. The catalyst class is: 2.